From a dataset of Forward reaction prediction with 1.9M reactions from USPTO patents (1976-2016). Predict the product of the given reaction. (1) Given the reactants [O:1]=[C:2]([C:8]1[CH:13]=[CH:12][CH:11]=[CH:10][CH:9]=1)[CH2:3][CH2:4][C:5]([OH:7])=[O:6].[CH:14](OC)(OC)[O:15]C.[OH-].[K+:22].[CH3:23]O, predict the reaction product. The product is: [CH3:23][O:1][C:2]([O:15][CH3:14])([C:8]1[CH:13]=[CH:12][CH:11]=[CH:10][CH:9]=1)[CH2:3][CH2:4][C:5]([O-:7])=[O:6].[K+:22]. (2) Given the reactants C([O-])([O-])=O.[Cs+].[Cs+].[N:7]1([C:15]([O:17][C:18]([CH3:21])([CH3:20])[CH3:19])=[O:16])[CH2:14][CH2:13][CH2:12][C@H:8]1[C:9]([OH:11])=[O:10].[CH2:22](Br)[C:23]1[CH:28]=[CH:27][CH:26]=[CH:25][CH:24]=1, predict the reaction product. The product is: [N:7]1([C:15]([O:17][C:18]([CH3:21])([CH3:20])[CH3:19])=[O:16])[CH2:14][CH2:13][CH2:12][C@H:8]1[C:9]([O:11][CH2:22][C:23]1[CH:28]=[CH:27][CH:26]=[CH:25][CH:24]=1)=[O:10]. (3) Given the reactants [F:1][C:2]1[CH:3]=[C:4]2[C:8](=[CH:9][CH:10]=1)[NH:7][C:6](=[O:11])[C:5]2=[O:12].[N+:13]([CH3:16])([O-:15])=[O:14], predict the reaction product. The product is: [F:1][C:2]1[CH:3]=[C:4]2[C:8](=[CH:9][CH:10]=1)[NH:7][C:6](=[O:11])[C:5]2([OH:12])[CH2:16][N+:13]([O-:15])=[O:14]. (4) Given the reactants [C:1]([O:5][C:6]([N:8]1[CH2:13][CH2:12][CH:11]([C:14]2[C:15]([O:23][CH2:24][C:25]([F:28])([F:27])[F:26])=[N:16][CH:17]=[C:18]([C:20](O)=[O:21])[CH:19]=2)[CH2:10][CH2:9]1)=[O:7])([CH3:4])([CH3:3])[CH3:2].C[N:30](C(ON1N=NC2C=CC=CC1=2)=[N+](C)C)C.[B-](F)(F)(F)F.C(N(CC)C(C)C)(C)C.N=[C:61]1[CH2:66][CH:65]([CH2:67][CH2:68][OH:69])[CH2:64][CH2:63][NH:62]1, predict the reaction product. The product is: [C:1]([O:5][C:6]([N:8]1[CH2:9][CH2:10][CH:11]([C:14]2[C:15]([O:23][CH2:24][C:25]([F:28])([F:27])[F:26])=[N:16][CH:17]=[C:18]([C:20](=[O:21])[NH:30][N:62]3[CH2:63][CH2:64][CH:65]([CH2:67][CH2:68][OH:69])[CH2:66][CH2:61]3)[CH:19]=2)[CH2:12][CH2:13]1)=[O:7])([CH3:4])([CH3:3])[CH3:2].